Dataset: Full USPTO retrosynthesis dataset with 1.9M reactions from patents (1976-2016). Task: Predict the reactants needed to synthesize the given product. (1) Given the product [CH:2]1([C:5]2[NH:7][C:13]([CH:12]([O:21][CH2:22][CH3:23])[O:11][CH2:9][CH3:10])=[CH:14][C:15](=[O:16])[N:6]=2)[CH2:4][CH2:3]1, predict the reactants needed to synthesize it. The reactants are: Cl.[CH:2]1([C:5](=[NH:7])[NH2:6])[CH2:4][CH2:3]1.[Na].[CH2:9]([O:11][CH:12]([O:21][CH2:22][CH3:23])[C:13](=O)[CH2:14][C:15](OCC)=[O:16])[CH3:10].[Cl-].[NH4+]. (2) Given the product [C:33]([C:30]1[CH:29]=[CH:28][C:27]([NH:26][C:23]2[CH:24]=[CH:25][C:20]([O:19][C:13]3[C:12]4[C:17](=[CH:18][C:9]([OH:8])=[C:10]([O:37][CH3:38])[CH:11]=4)[N:16]=[CH:15][CH:14]=3)=[CH:21][CH:22]=2)=[CH:32][CH:31]=1)([CH3:36])([CH3:34])[CH3:35], predict the reactants needed to synthesize it. The reactants are: C([O:8][C:9]1[CH:18]=[C:17]2[C:12]([C:13]([O:19][C:20]3[CH:25]=[CH:24][C:23]([NH:26][C:27]4[CH:32]=[CH:31][C:30]([C:33]([CH3:36])([CH3:35])[CH3:34])=[CH:29][CH:28]=4)=[CH:22][CH:21]=3)=[CH:14][CH:15]=[N:16]2)=[CH:11][C:10]=1[O:37][CH3:38])C1C=CC=CC=1.C(N(CC)CC)C.[H][H]. (3) Given the product [Cl:33][C:34]1[CH:51]=[CH:50][C:37]([CH2:38][O:39][C:40]2[CH:49]=[CH:48][C:43](/[C:44](=[N:46]/[O:47][C:24](=[O:25])[C:23]3[C:27]([CH3:32])=[CH:28][CH:29]=[CH:30][C:22]=3[CH3:21])/[NH2:45])=[CH:42][CH:41]=2)=[CH:36][CH:35]=1, predict the reactants needed to synthesize it. The reactants are: C(N(C(C)C)CC)(C)C.CC1C=CC=C(C)C=1C(Cl)=O.[CH3:21][C:22]1[CH:30]=[C:29](C)[CH:28]=[C:27]([CH3:32])[C:23]=1[C:24](Cl)=[O:25].[Cl:33][C:34]1[CH:51]=[CH:50][C:37]([CH2:38][O:39][C:40]2[CH:49]=[CH:48][C:43](/[C:44](=[N:46]/[OH:47])/[NH2:45])=[CH:42][CH:41]=2)=[CH:36][CH:35]=1.